This data is from Full USPTO retrosynthesis dataset with 1.9M reactions from patents (1976-2016). The task is: Predict the reactants needed to synthesize the given product. (1) Given the product [C:1]([C:3]([CH3:33])([CH3:32])[C:4]1[CH:5]=[CH:6][C:7]([NH:10][C:11](=[O:22])[C:12]2[CH:17]=[CH:16][C:15]([O:18][CH3:19])=[C:14]([O:20][CH3:21])[CH:13]=2)=[CH:8][C:9]=1[C:36]1[CH:41]=[CH:40][N:39]=[CH:38][CH:37]=1)#[N:2], predict the reactants needed to synthesize it. The reactants are: [C:1]([C:3]([CH3:33])([CH3:32])[C:4]1[CH:9]=[CH:8][C:7]([NH:10][C:11](=[O:22])[C:12]2[CH:17]=[CH:16][C:15]([O:18][CH3:19])=[C:14]([O:20][CH3:21])[CH:13]=2)=[CH:6][C:5]=1B1OC(C)(C)C(C)(C)O1)#[N:2].Cl.Br[C:36]1[CH:41]=[CH:40][N:39]=[CH:38][CH:37]=1.C([O-])([O-])=O.[K+].[K+]. (2) Given the product [NH2:12][C:11]1[C:6]([C:4]([O:3][CH2:1][CH3:2])=[O:5])=[CH:7][C:8]([O:29][C:30]([F:32])([F:33])[F:31])=[C:9]([CH2:15][N:16]2[CH2:17][CH2:18][N:19]([C:22]([O:24][C:25]([CH3:28])([CH3:27])[CH3:26])=[O:23])[CH2:20][CH2:21]2)[CH:10]=1, predict the reactants needed to synthesize it. The reactants are: [CH2:1]([O:3][C:4]([C:6]1[C:11]([N+:12]([O-])=O)=[CH:10][C:9]([CH2:15][N:16]2[CH2:21][CH2:20][N:19]([C:22]([O:24][C:25]([CH3:28])([CH3:27])[CH3:26])=[O:23])[CH2:18][CH2:17]2)=[C:8]([O:29][C:30]([F:33])([F:32])[F:31])[CH:7]=1)=[O:5])[CH3:2].ClC1C=CC(S(C2CC2)(=O)=O)=C(C=1)N.[Cl-].[NH4+].Cl. (3) Given the product [N+:1]([C:4]1[CH:9]=[CH:8][CH:7]=[CH:6][C:5]=1[N:10]1[CH:14]=[CH:13][CH:12]=[C:11]1[CH:15]=[CH:16][CH:17]=[O:18])([O-:3])=[O:2], predict the reactants needed to synthesize it. The reactants are: [N+:1]([C:4]1[CH:9]=[CH:8][CH:7]=[CH:6][C:5]=1[N:10]1[CH:14]=[CH:13][CH:12]=[C:11]1[CH:15]=[CH:16][CH:17]1OCC[O:18]1)([O-:3])=[O:2].Cl. (4) Given the product [CH2:1]([O:3][C:4]1[CH:17]=[CH:16][C:7](/[CH:8]=[C:9]2/[C:10](=[O:15])[N:11]([CH2:19][C:20]3[CH:32]=[CH:31][C:23]([C:24]([O:26][C:27]([CH3:28])([CH3:30])[CH3:29])=[O:25])=[CH:22][CH:21]=3)[C:12](=[O:14])[S:13]/2)=[CH:6][CH:5]=1)[CH3:2], predict the reactants needed to synthesize it. The reactants are: [CH2:1]([O:3][C:4]1[CH:17]=[CH:16][C:7](/[CH:8]=[C:9]2/[C:10](=[O:15])[NH:11][C:12](=[O:14])[S:13]/2)=[CH:6][CH:5]=1)[CH3:2].Br[CH2:19][C:20]1[CH:32]=[CH:31][C:23]([C:24]([O:26][C:27]([CH3:30])([CH3:29])[CH3:28])=[O:25])=[CH:22][CH:21]=1.C(=O)([O-])[O-].[K+].[K+].C(OC1C=CC(/C=C2/C(=O)N(CCC)C(=O)S/2)=CC=1)C. (5) Given the product [NH2:1][C:2]1[C:3]2[C:10]([C:25]#[C:24][C:26]3[CH:27]=[C:28]([O:34][CH3:35])[CH:29]=[C:30]([O:32][CH3:33])[CH:31]=3)=[CH:9][N:8]([C@H:12]3[CH2:16][CH2:15][N:14]([C:17]([O:19][C:20]([CH3:23])([CH3:22])[CH3:21])=[O:18])[CH2:13]3)[C:4]=2[N:5]=[CH:6][N:7]=1, predict the reactants needed to synthesize it. The reactants are: [NH2:1][C:2]1[C:3]2[C:10](I)=[CH:9][N:8]([C@H:12]3[CH2:16][CH2:15][N:14]([C:17]([O:19][C:20]([CH3:23])([CH3:22])[CH3:21])=[O:18])[CH2:13]3)[C:4]=2[N:5]=[CH:6][N:7]=1.[C:24]([C:26]1[CH:31]=[C:30]([O:32][CH3:33])[CH:29]=[C:28]([O:34][CH3:35])[CH:27]=1)#[CH:25].C(N(CC)CC)C.C(OCC)(=O)C. (6) Given the product [Cl:29][C:22]1[N:21]=[C:20]([NH:11][CH:8]2[C:9]3[C:5](=[CH:4][CH:3]=[C:2]([F:1])[CH:10]=3)[CH2:6][CH2:7]2)[C:25]([N+:26]([O-:28])=[O:27])=[CH:24][CH:23]=1, predict the reactants needed to synthesize it. The reactants are: [F:1][C:2]1[CH:10]=[C:9]2[C:5]([CH2:6][CH2:7][CH:8]2[NH2:11])=[CH:4][CH:3]=1.C(N(CC)CC)C.Cl[C:20]1[C:25]([N+:26]([O-:28])=[O:27])=[CH:24][CH:23]=[C:22]([Cl:29])[N:21]=1. (7) Given the product [CH2:1]([O:8][C:9]1[CH:14]=[CH:13][C:12]([S:26][C:23]2[CH:24]=[CH:25][C:20]([NH2:19])=[CH:21][CH:22]=2)=[C:11]([N+:16]([O-:18])=[O:17])[CH:10]=1)[C:2]1[CH:7]=[CH:6][CH:5]=[CH:4][CH:3]=1, predict the reactants needed to synthesize it. The reactants are: [CH2:1]([O:8][C:9]1[CH:14]=[CH:13][C:12](Cl)=[C:11]([N+:16]([O-:18])=[O:17])[CH:10]=1)[C:2]1[CH:7]=[CH:6][CH:5]=[CH:4][CH:3]=1.[NH2:19][C:20]1[CH:25]=[CH:24][C:23]([SH:26])=[CH:22][CH:21]=1.C(=O)([O-])[O-].[Cs+].[Cs+].C(OCC)(=O)C. (8) Given the product [Br:1][C:2]1[CH:7]=[C:6]([CH2:8][OH:9])[CH:5]=[C:4]([I:10])[C:3]=1[C:11]1[CH:16]=[CH:15][C:14]([OH:17])=[CH:13][CH:12]=1, predict the reactants needed to synthesize it. The reactants are: [Br:1][C:2]1[CH:7]=[C:6]([CH2:8][OH:9])[CH:5]=[C:4]([I:10])[C:3]=1[C:11]1[CH:16]=[CH:15][C:14]([O:17][Si](C(C)(C)C)(C)C)=[CH:13][CH:12]=1.C([Al]CC(C)C)C(C)C.[BH4-].[Na+].O. (9) Given the product [CH3:10][O:9][C:6]1[CH:7]=[CH:8][C:3]([CH2:2][O:20][C:17]2[CH:18]=[CH:19][C:12]([Br:11])=[C:13]([CH:16]=2)[CH:14]=[O:15])=[CH:4][CH:5]=1, predict the reactants needed to synthesize it. The reactants are: Cl[CH2:2][C:3]1[CH:8]=[CH:7][C:6]([O:9][CH3:10])=[CH:5][CH:4]=1.[Br:11][C:12]1[CH:19]=[CH:18][C:17]([OH:20])=[CH:16][C:13]=1[CH:14]=[O:15]. (10) Given the product [F:22][C:21]1[CH:20]=[C:19]2[C:14]([CH:15]=[CH:16][CH:17]=[N:18]2)=[CH:13][C:12]=1[CH2:11][C:8]1[N:6]2[N:7]=[C:2]([N:26]3[CH2:27][CH2:28][NH:23][C:24](=[O:29])[CH2:25]3)[CH:3]=[CH:4][C:5]2=[N:10][CH:9]=1, predict the reactants needed to synthesize it. The reactants are: Cl[C:2]1[CH:3]=[CH:4][C:5]2[N:6]([C:8]([CH2:11][C:12]3[CH:13]=[C:14]4[C:19](=[CH:20][C:21]=3[F:22])[N:18]=[CH:17][CH:16]=[CH:15]4)=[CH:9][N:10]=2)[N:7]=1.[NH:23]1[CH2:28][CH2:27][NH:26][CH2:25][C:24]1=[O:29].[F-].[K+].